This data is from NCI-60 drug combinations with 297,098 pairs across 59 cell lines. The task is: Regression. Given two drug SMILES strings and cell line genomic features, predict the synergy score measuring deviation from expected non-interaction effect. (1) Drug 1: C1CCN(CC1)CCOC2=CC=C(C=C2)C(=O)C3=C(SC4=C3C=CC(=C4)O)C5=CC=C(C=C5)O. Drug 2: CC12CCC3C(C1CCC2=O)CC(=C)C4=CC(=O)C=CC34C. Cell line: SNB-75. Synergy scores: CSS=29.4, Synergy_ZIP=-8.13, Synergy_Bliss=-4.18, Synergy_Loewe=-3.76, Synergy_HSA=-3.90. (2) Cell line: MDA-MB-435. Drug 2: CC1C(C(CC(O1)OC2CC(CC3=C2C(=C4C(=C3O)C(=O)C5=C(C4=O)C(=CC=C5)OC)O)(C(=O)CO)O)N)O.Cl. Drug 1: C(CC(=O)O)C(=O)CN.Cl. Synergy scores: CSS=44.5, Synergy_ZIP=-0.573, Synergy_Bliss=0.137, Synergy_Loewe=-37.9, Synergy_HSA=-0.141. (3) Drug 1: C1=CC(=C2C(=C1NCCNCCO)C(=O)C3=C(C=CC(=C3C2=O)O)O)NCCNCCO. Drug 2: C1=CC(=CC=C1CCCC(=O)O)N(CCCl)CCCl. Cell line: M14. Synergy scores: CSS=20.2, Synergy_ZIP=-7.45, Synergy_Bliss=-4.17, Synergy_Loewe=-19.5, Synergy_HSA=-2.64. (4) Drug 1: CC(CN1CC(=O)NC(=O)C1)N2CC(=O)NC(=O)C2. Drug 2: C1CC(C1)(C(=O)O)C(=O)O.[NH2-].[NH2-].[Pt+2]. Cell line: A549. Synergy scores: CSS=45.6, Synergy_ZIP=-1.61, Synergy_Bliss=-0.983, Synergy_Loewe=2.60, Synergy_HSA=6.19.